Task: Predict the product of the given reaction.. Dataset: Forward reaction prediction with 1.9M reactions from USPTO patents (1976-2016) Given the reactants [C:1]([CH2:4][CH:5]1[C:9]2[C:10]([C:16]([NH:18][C:19]3[C:24]([Cl:25])=[CH:23][N:22]=[CH:21][C:20]=3[Cl:26])=[O:17])=[CH:11][CH:12]=[C:13]([O:14][CH3:15])[C:8]=2[O:7][CH2:6]1)(O)=[O:2].[F:27][C:28]1[CH:35]=[CH:34][C:31]([CH2:32][NH2:33])=[CH:30][CH:29]=1, predict the reaction product. The product is: [Cl:26][C:20]1[CH:21]=[N:22][CH:23]=[C:24]([Cl:25])[C:19]=1[NH:18][C:16]([C:10]1[C:9]2[CH:5]([CH2:4][C:1]([NH:33][CH2:32][C:31]3[CH:34]=[CH:35][C:28]([F:27])=[CH:29][CH:30]=3)=[O:2])[CH2:6][O:7][C:8]=2[C:13]([O:14][CH3:15])=[CH:12][CH:11]=1)=[O:17].